The task is: Predict the product of the given reaction.. This data is from Forward reaction prediction with 1.9M reactions from USPTO patents (1976-2016). (1) Given the reactants [NH2:1][C@@H:2]([C:10]([OH:12])=[O:11])[CH2:3][C:4]1[CH:9]=[CH:8][CH:7]=[CH:6][CH:5]=1.C([O-])(O)=O.[Na+].[Cl:18][C:19]1[CH:24]=[CH:23][C:22]([S:25](Cl)(=[O:27])=[O:26])=[CH:21][CH:20]=1, predict the reaction product. The product is: [Cl:18][C:19]1[CH:24]=[CH:23][C:22]([S:25]([NH:1][C@H:2]([C:10]([OH:12])=[O:11])[CH2:3][C:4]2[CH:9]=[CH:8][CH:7]=[CH:6][CH:5]=2)(=[O:27])=[O:26])=[CH:21][CH:20]=1. (2) Given the reactants [C:1]12([C:11]3[C:12]([O:19][CH2:20][C:21]4[CH:26]=[CH:25][CH:24]=[CH:23][CH:22]=4)=[CH:13][C:14]([CH3:18])=[C:15](Br)[CH:16]=3)[CH2:10][CH:5]3[CH2:6][CH:7]([CH2:9][CH:3]([CH2:4]3)[CH2:2]1)[CH2:8]2.C(=O)=O.CC(C)=O.[Li]CCCC.C([O:42][B:43](OC(C)C)[O:44]C(C)C)(C)C, predict the reaction product. The product is: [C:1]12([C:11]3[C:12]([O:19][CH2:20][C:21]4[CH:26]=[CH:25][CH:24]=[CH:23][CH:22]=4)=[CH:13][C:14]([CH3:18])=[C:15]([B:43]([OH:44])[OH:42])[CH:16]=3)[CH2:10][CH:5]3[CH2:6][CH:7]([CH2:9][CH:3]([CH2:4]3)[CH2:2]1)[CH2:8]2. (3) Given the reactants [C:1]([OH:4])(=O)[CH3:2].C(N(CC)C(C)C)(C)C.CN(C(ON1N=NC2C=CC=NC1=2)=[N+](C)C)C.F[P-](F)(F)(F)(F)F.[Cl:38][C:39]1[CH:40]=[C:41]([C:45]2[C:50]3[N:51]([CH2:63][C@H:64]4[CH2:69][CH2:68][C@H:67]([CH3:70])[CH2:66][CH2:65]4)[C:52]([N:54]4[CH2:59][CH2:58][NH:57][C@@H:56]5[CH2:60][CH2:61][CH2:62][C@@H:55]45)=[N:53][C:49]=3[CH:48]=[C:47]([C:71]#[N:72])[N:46]=2)[CH:42]=[N:43][CH:44]=1, predict the reaction product. The product is: [C:1]([N:57]1[CH2:58][CH2:59][N:54]([C:52]2[N:51]([CH2:63][C@H:64]3[CH2:69][CH2:68][C@H:67]([CH3:70])[CH2:66][CH2:65]3)[C:50]3[C:45]([C:41]4[CH:42]=[N:43][CH:44]=[C:39]([Cl:38])[CH:40]=4)=[N:46][C:47]([C:71]#[N:72])=[CH:48][C:49]=3[N:53]=2)[C@@H:55]2[CH2:62][CH2:61][CH2:60][C@@H:56]12)(=[O:4])[CH3:2]. (4) Given the reactants [CH2:1]([O:8][C:9]1[C:32]([O:33][CH3:34])=[CH:31][C:12]2[CH:13]3[N:18]([CH:19]([C:21]([CH3:24])([CH3:23])[CH3:22])[CH2:20][C:11]=2[CH:10]=1)[CH:17]=[C:16]([C:25]([O:27][CH2:28][CH3:29])=[O:26])[C:15](=[O:30])[CH2:14]3)[C:2]1[CH:7]=[CH:6][CH:5]=[CH:4][CH:3]=1.C1(Cl)C(=O)C(Cl)=C(Cl)C(=O)C=1Cl, predict the reaction product. The product is: [CH2:1]([O:8][C:9]1[C:32]([O:33][CH3:34])=[CH:31][C:12]2[C:13]3[N:18]([CH:19]([C:21]([CH3:24])([CH3:23])[CH3:22])[CH2:20][C:11]=2[CH:10]=1)[CH:17]=[C:16]([C:25]([O:27][CH2:28][CH3:29])=[O:26])[C:15](=[O:30])[CH:14]=3)[C:2]1[CH:7]=[CH:6][CH:5]=[CH:4][CH:3]=1. (5) Given the reactants [Cl:1][C:2]1[CH:3]=[C:4]2[C:12](=[C:13]([NH:15][C:16]([C@H:18]3[N:23]([CH2:24][C:25]([OH:27])=O)[CH2:22][C:21]([CH3:29])([CH3:28])[O:20][CH2:19]3)=[O:17])[CH:14]=1)[NH:11][C:10]1[CH:9]=[N:8][CH:7]=[CH:6][C:5]2=1.[CH3:30][NH:31][CH2:32][CH2:33][OH:34], predict the reaction product. The product is: [Cl:1][C:2]1[CH:3]=[C:4]2[C:12](=[C:13]([NH:15][C:16]([C@@H:18]3[CH2:19][O:20][C:21]([CH3:28])([CH3:29])[CH2:22][N:23]3[CH2:24][C:25](=[O:27])[N:31]([CH2:32][CH2:33][OH:34])[CH3:30])=[O:17])[CH:14]=1)[NH:11][C:10]1[CH:9]=[N:8][CH:7]=[CH:6][C:5]2=1. (6) Given the reactants [N:1]1([C:7]([C:9]2[N:10]([CH2:21][C:22]([F:25])([F:24])[F:23])[C:11]3[C:16]([CH:17]=2)=[CH:15][C:14]([C:18](O)=[O:19])=[CH:13][CH:12]=3)=[O:8])[CH2:6][CH2:5][O:4][CH2:3][CH2:2]1.[CH:26]1([N:30]2[CH2:35][CH2:34][NH:33][CH2:32][CH2:31]2)[CH2:29][CH2:28][CH2:27]1, predict the reaction product. The product is: [CH:26]1([N:30]2[CH2:35][CH2:34][N:33]([C:18]([C:14]3[CH:15]=[C:16]4[C:11](=[CH:12][CH:13]=3)[N:10]([CH2:21][C:22]([F:24])([F:23])[F:25])[C:9]([C:7]([N:1]3[CH2:6][CH2:5][O:4][CH2:3][CH2:2]3)=[O:8])=[CH:17]4)=[O:19])[CH2:32][CH2:31]2)[CH2:29][CH2:28][CH2:27]1. (7) Given the reactants C([O:5][C:6](=[O:24])[CH2:7][O:8][CH2:9][CH2:10][CH2:11][CH2:12][O:13][C:14]1[CH:23]=[CH:22][C:17]([C:18]([O:20][CH3:21])=[O:19])=[CH:16][CH:15]=1)(C)(C)C.FC(F)(F)C(O)=O, predict the reaction product. The product is: [CH3:21][O:20][C:18]([C:17]1[CH:22]=[CH:23][C:14]([O:13][CH2:12][CH2:11][CH2:10][CH2:9][O:8][CH2:7][C:6]([OH:24])=[O:5])=[CH:15][CH:16]=1)=[O:19]. (8) Given the reactants [OH:1][C:2]1[CH:7]=[CH:6][C:5]([C:8]([C:10]2[CH:15]=[CH:14][C:13]([CH2:16][CH2:17][C:18]([O:20][CH3:21])=[O:19])=[CH:12][CH:11]=2)=O)=[CH:4][CH:3]=1.[CH3:22][C:23]1([CH3:32])[CH2:28][C:27]([CH3:30])([CH3:29])[CH2:26][C:25](=O)[CH2:24]1.C([O-])([O-])=O.[K+].[K+], predict the reaction product. The product is: [OH:1][C:2]1[CH:7]=[CH:6][C:5]([C:8](=[C:25]2[CH2:26][C:27]([CH3:30])([CH3:29])[CH2:28][C:23]([CH3:32])([CH3:22])[CH2:24]2)[C:10]2[CH:15]=[CH:14][C:13]([CH2:16][CH2:17][C:18]([O:20][CH3:21])=[O:19])=[CH:12][CH:11]=2)=[CH:4][CH:3]=1. (9) Given the reactants [CH2:1]1COCC1.C[Si]([N-][Si](C)(C)C)(C)C.[K+].[CH3:16][Si:17]([CH3:43])([CH3:42])[CH2:18][CH2:19][O:20][CH2:21][N:22]1[C:26]2[N:27]=[CH:28][N:29]=[C:30]([C:31]3[CH:32]=[N:33][N:34]([CH:36]([CH2:40][CH3:41])[CH2:37][CH:38]=O)[CH:35]=3)[C:25]=2[CH:24]=[CH:23]1, predict the reaction product. The product is: [CH2:40]([CH:36]([N:34]1[CH:35]=[C:31]([C:30]2[C:25]3[CH:24]=[CH:23][N:22]([CH2:21][O:20][CH2:19][CH2:18][Si:17]([CH3:16])([CH3:42])[CH3:43])[C:26]=3[N:27]=[CH:28][N:29]=2)[CH:32]=[N:33]1)[CH2:37][CH:38]=[CH2:1])[CH3:41].